This data is from Reaction yield outcomes from USPTO patents with 853,638 reactions. The task is: Predict the reaction yield, written as a fraction of the theoretical maximum amount of product (1.0 means a 100% yield; for example, 0.34 means a 34% yield). (1) The reactants are [F:1][CH:2]([F:14])[CH2:3][O:4][C:5]1[C:6]([CH3:13])=[CH:7][C:8]([CH2:11]O)=[N:9][CH:10]=1.[C:15]1(=[O:25])[NH:19][C:18](=[O:20])[C:17]2=[CH:21][CH:22]=[CH:23][CH:24]=[C:16]12.CCCCCCCCCCCCN. No catalyst specified. The product is [F:1][CH:2]([F:14])[CH2:3][O:4][C:5]1[C:6]([CH3:13])=[CH:7][C:8]([CH2:11][N:19]2[C:15](=[O:25])[C:16]3[C:17](=[CH:21][CH:22]=[CH:23][CH:24]=3)[C:18]2=[O:20])=[N:9][CH:10]=1. The yield is 0.740. (2) The reactants are [CH:1]([Si:4]([CH:44]([CH3:46])[CH3:45])([CH:41]([CH3:43])[CH3:42])[O:5][CH2:6][C@@H:7]([O:33][CH2:34][C:35]1[CH:40]=[CH:39][CH:38]=[CH:37][CH:36]=1)[C@H:8]([O:25][CH2:26][C:27]1[CH:32]=[CH:31][CH:30]=[CH:29][CH:28]=1)[C@H:9]([O:17][CH2:18][C:19]1[CH:24]=[CH:23][CH:22]=[CH:21][CH:20]=1)[CH:10](SCC)SCC)([CH3:3])[CH3:2].C1C(=O)N(Br)C(=[O:50])C1. The catalyst is CC(C)=O.O. The product is [CH2:18]([O:17][C@@H:9]([C@@H:8]([O:25][CH2:26][C:27]1[CH:28]=[CH:29][CH:30]=[CH:31][CH:32]=1)[C@H:7]([O:33][CH2:34][C:35]1[CH:36]=[CH:37][CH:38]=[CH:39][CH:40]=1)[CH2:6][O:5][Si:4]([CH:1]([CH3:3])[CH3:2])([CH:41]([CH3:42])[CH3:43])[CH:44]([CH3:46])[CH3:45])[CH:10]=[O:50])[C:19]1[CH:24]=[CH:23][CH:22]=[CH:21][CH:20]=1. The yield is 0.970.